This data is from Full USPTO retrosynthesis dataset with 1.9M reactions from patents (1976-2016). The task is: Predict the reactants needed to synthesize the given product. Given the product [CH2:1]([O:8][C:9](=[O:28])[NH:10][C@@H:11]([CH3:27])[CH2:12][N:13]1[C:21]2[C:16](=[CH:17][CH:18]=[C:19]3[O:24][C:23]([CH2:25][NH:26][C:38]([C:39]4[CH:40]=[N:41][CH:42]=[CH:43][CH:44]=4)=[O:45])=[CH:22][C:20]3=2)[CH:15]=[N:14]1)[C:2]1[CH:7]=[CH:6][CH:5]=[CH:4][CH:3]=1, predict the reactants needed to synthesize it. The reactants are: [CH2:1]([O:8][C:9](=[O:28])[NH:10][C@@H:11]([CH3:27])[CH2:12][N:13]1[C:21]2[C:16](=[CH:17][CH:18]=[C:19]3[O:24][C:23]([CH2:25][NH2:26])=[CH:22][C:20]3=2)[CH:15]=[N:14]1)[C:2]1[CH:7]=[CH:6][CH:5]=[CH:4][CH:3]=1.C(N(C(C)C)CC)(C)C.[C:38](Cl)(=[O:45])[C:39]1[CH:44]=[CH:43][CH:42]=[N:41][CH:40]=1.